From a dataset of Reaction yield outcomes from USPTO patents with 853,638 reactions. Predict the reaction yield, written as a fraction of the theoretical maximum amount of product (1.0 means a 100% yield; for example, 0.34 means a 34% yield). The reactants are [Br:1][C:2]1[C:3]2[C:4]3[CH2:25][CH2:24][N:23](C(OC(C)(C)C)=O)[CH2:22][CH2:21][C:5]=3[N:6]([CH2:11][C:12]([NH:14][C:15]3[S:16][CH:17]=[C:18]([CH3:20])[N:19]=3)=[O:13])[C:7]=2[CH:8]=[CH:9][CH:10]=1.C(C(O)=O)(F)(F)F. The catalyst is C(Cl)Cl. The product is [Br:1][C:2]1[C:3]2[C:4]3[CH2:25][CH2:24][NH:23][CH2:22][CH2:21][C:5]=3[N:6]([CH2:11][C:12]([NH:14][C:15]3[S:16][CH:17]=[C:18]([CH3:20])[N:19]=3)=[O:13])[C:7]=2[CH:8]=[CH:9][CH:10]=1. The yield is 0.280.